Dataset: Reaction yield outcomes from USPTO patents with 853,638 reactions. Task: Predict the reaction yield, written as a fraction of the theoretical maximum amount of product (1.0 means a 100% yield; for example, 0.34 means a 34% yield). (1) The reactants are [N:1]1([C:7]2[CH:12]=[C:11]([C:13]3[N:17]4[CH:18]=[CH:19][CH:20]=[CH:21][C:16]4=[N:15][C:14]=3[CH:22]=O)[CH:10]=[CH:9][N:8]=2)[CH2:6][CH2:5][O:4][CH2:3][CH2:2]1.[CH3:24][NH:25][C@@H:26]1[C:35]2[N:34]=[CH:33][CH:32]=[CH:31][C:30]=2[CH2:29][CH2:28][CH2:27]1.CN(CC1N=C2C=CC=CN2C=1C1C=CN=CC=1)[C@@H]1C2N=CC=CC=2CCC1. No catalyst specified. The product is [CH3:24][N:25]([CH2:22][C:14]1[N:15]=[C:16]2[CH:21]=[CH:20][CH:19]=[CH:18][N:17]2[C:13]=1[C:11]1[CH:10]=[CH:9][N:8]=[C:7]([N:1]2[CH2:2][CH2:3][O:4][CH2:5][CH2:6]2)[CH:12]=1)[C@@H:26]1[C:35]2[N:34]=[CH:33][CH:32]=[CH:31][C:30]=2[CH2:29][CH2:28][CH2:27]1. The yield is 0.950. (2) The reactants are [N+:1]([C:4]1[CH:5]=[N:6][N:7]([CH2:9][O:10][CH2:11][CH2:12][Si:13]([CH3:16])([CH3:15])[CH3:14])[CH:8]=1)([O-:3])=[O:2].Br[C:18]1[CH:23]=[C:22]([Cl:24])[CH:21]=[CH:20][C:19]=1[O:25][CH:26]([F:28])[F:27].C(=O)([O-])[O-].[K+].[K+].CC(C)(C)C(O)=O. The catalyst is CC(N(C)C)=O.C([O-])(=O)C.[Pd+2].C([O-])(=O)C.C12(P(C34CC5CC(CC(C5)C3)C4)CCCC)CC3CC(CC(C3)C1)C2. The product is [Cl:24][C:22]1[CH:23]=[CH:18][C:19]([O:25][CH:26]([F:27])[F:28])=[C:20]([C:8]2[N:7]([CH2:9][O:10][CH2:11][CH2:12][Si:13]([CH3:16])([CH3:15])[CH3:14])[N:6]=[CH:5][C:4]=2[N+:1]([O-:3])=[O:2])[CH:21]=1. The yield is 0.780. (3) The reactants are [F:1][C:2]1[C:7]([N:8]2[C:12]([S:13]([C:16]3[CH:21]=[CH:20][CH:19]=[C:18]([O:22][CH3:23])[CH:17]=3)(=[O:15])=[O:14])=[CH:11][C:10]([CH2:24][OH:25])=[N:9]2)=[CH:6][CH:5]=[CH:4][N:3]=1. The catalyst is C1(C)C=CC=CC=1.[O-2].[O-2].[Mn+4]. The product is [F:1][C:2]1[C:7]([N:8]2[C:12]([S:13]([C:16]3[CH:21]=[CH:20][CH:19]=[C:18]([O:22][CH3:23])[CH:17]=3)(=[O:14])=[O:15])=[CH:11][C:10]([CH:24]=[O:25])=[N:9]2)=[CH:6][CH:5]=[CH:4][N:3]=1. The yield is 0.970. (4) The reactants are [Br:1][C:2]1[C:3]([OH:18])=[C:4]([C:7](=[O:17])[CH2:8][C:9]([N:11]2[CH2:16][CH2:15][O:14][CH2:13][CH2:12]2)=O)[S:5][CH:6]=1.FC(F)(F)S(OS(C(F)(F)F)(=O)=O)(=O)=O. The catalyst is ClCCl. The product is [Br:1][C:2]1[C:3]2[O:18][C:9]([N:11]3[CH2:12][CH2:13][O:14][CH2:15][CH2:16]3)=[CH:8][C:7](=[O:17])[C:4]=2[S:5][CH:6]=1. The yield is 0.820. (5) The reactants are F[B-](F)(F)F.C([PH+](C(C)(C)C)C(C)(C)C)(C)(C)C.N#N.Br[C:22]1[CH:23]=[C:24]([NH:28][C:29](=[O:35])[O:30][C:31]([CH3:34])([CH3:33])[CH3:32])[CH:25]=[CH:26][CH:27]=1.[CH2:36]([OH:39])[CH:37]=[CH2:38].C1(N(C)C2CCCCC2)CCCCC1. The catalyst is C1C=CC(/C=C/C(/C=C/C2C=CC=CC=2)=O)=CC=1.C1C=CC(/C=C/C(/C=C/C2C=CC=CC=2)=O)=CC=1.C1C=CC(/C=C/C(/C=C/C2C=CC=CC=2)=O)=CC=1.[Pd].[Pd].O1CCOCC1. The product is [C:31]([O:30][C:29](=[O:35])[NH:28][C:24]1[CH:25]=[CH:26][CH:27]=[C:22]([CH2:38][CH2:37][CH:36]=[O:39])[CH:23]=1)([CH3:34])([CH3:33])[CH3:32]. The yield is 0.300. (6) The reactants are [N:1]12[CH2:8][CH2:7][C:4]([C:9]([C:17]3[CH:22]=[CH:21][CH:20]=[CH:19][CH:18]=3)([C:11]3[CH:16]=[CH:15][CH:14]=[CH:13][CH:12]=3)[OH:10])([CH2:5][CH2:6]1)[CH2:3][CH2:2]2.[Br:23][CH2:24][CH2:25][OH:26]. The catalyst is CC#N. The product is [Br-:23].[OH:10][C:9]([C:17]1[CH:22]=[CH:21][CH:20]=[CH:19][CH:18]=1)([C:11]1[CH:12]=[CH:13][CH:14]=[CH:15][CH:16]=1)[C:4]12[CH2:5][CH2:6][N+:1]([CH2:24][CH2:25][OH:26])([CH2:2][CH2:3]1)[CH2:8][CH2:7]2. The yield is 0.601. (7) The reactants are [Cl:1][C:2]1[CH:3]=[C:4]([CH:30]=[O:31])[C:5]2[C:6]([CH:29]=1)=[N:7][N:8]([CH2:10][C:11]([NH:15][C:16](=[O:28])[C:17]1[CH:22]=[CH:21][C:20]([O:23][C:24]([F:27])([F:26])[F:25])=[CH:19][CH:18]=1)([C:13]#[N:14])[CH3:12])[N:9]=2.C(O[BH-](OC(=O)C)OC(=O)C)(=O)C.[Na+]. The catalyst is C(O)C. The product is [Cl:1][C:2]1[CH:3]=[C:4]([CH2:30][OH:31])[C:5]2[C:6]([CH:29]=1)=[N:7][N:8]([CH2:10][C:11]([NH:15][C:16](=[O:28])[C:17]1[CH:18]=[CH:19][C:20]([O:23][C:24]([F:25])([F:27])[F:26])=[CH:21][CH:22]=1)([C:13]#[N:14])[CH3:12])[N:9]=2. The yield is 0.670. (8) The reactants are [Br:1][C:2]1[CH:3]=[CH:4][C:5]([NH:8][C:9]([NH2:11])=[S:10])=[N:6][CH:7]=1.[CH2:12]([O:14][C:15](=[O:20])[C:16](=O)[CH2:17]Br)[CH3:13].O. The catalyst is CN(C=O)C. The product is [CH2:12]([O:14][C:15]([C:16]1[N:11]=[C:9]([NH:8][C:5]2[CH:4]=[CH:3][C:2]([Br:1])=[CH:7][N:6]=2)[S:10][CH:17]=1)=[O:20])[CH3:13]. The yield is 0.780. (9) The reactants are [Cl:1][C:2]1[CH:7]=[CH:6][C:5]([N:8]2[CH:12]=[CH:11][C:10]([CH2:13]O)=[N:9]2)=[CH:4][CH:3]=1.C(Br)(Br)(Br)[Br:16].C1C=CC(P(C2C=CC=CC=2)C2C=CC=CC=2)=CC=1. The catalyst is CC#N.CCOC(C)=O. The product is [Br:16][CH2:13][C:10]1[CH:11]=[CH:12][N:8]([C:5]2[CH:6]=[CH:7][C:2]([Cl:1])=[CH:3][CH:4]=2)[N:9]=1. The yield is 0.340.